From a dataset of Forward reaction prediction with 1.9M reactions from USPTO patents (1976-2016). Predict the product of the given reaction. (1) Given the reactants [N:1]1[N:2]([C:10]2[CH:15]=[C:14]([CH3:16])[CH:13]=[C:12]([CH2:17]Cl)[C:11]=2[OH:19])[N:3]=[C:4]2[CH:9]=[CH:8][CH:7]=[CH:6][C:5]=12.[CH3:20][CH:21]([CH2:25][C:26]([CH3:29])([CH3:28])[CH3:27])[CH2:22][CH2:23][OH:24].[H-].[Na+], predict the reaction product. The product is: [N:1]1[N:2]([C:10]2[CH:15]=[C:14]([CH3:16])[CH:13]=[C:12]([CH2:17][O:24][CH2:23][CH2:22][CH:21]([CH3:20])[CH2:25][C:26]([CH3:29])([CH3:28])[CH3:27])[C:11]=2[OH:19])[N:3]=[C:4]2[CH:9]=[CH:8][CH:7]=[CH:6][C:5]=12. (2) Given the reactants [F:1][C:2]1[CH:3]=[CH:4][C:5]2[N:10]([CH2:11][CH2:12][CH2:13][NH:14][C:15]3[CH:20]=[CH:19][C:18]([CH2:21][C@H:22]([O:28][CH2:29][CH3:30])[C:23]([O:25]CC)=[O:24])=[CH:17][CH:16]=3)[CH2:9][CH2:8][O:7][C:6]=2[CH:31]=1.O.[OH-].[Li+], predict the reaction product. The product is: [F:1][C:2]1[CH:3]=[CH:4][C:5]2[N:10]([CH2:11][CH2:12][CH2:13][NH:14][C:15]3[CH:20]=[CH:19][C:18]([CH2:21][C@H:22]([O:28][CH2:29][CH3:30])[C:23]([OH:25])=[O:24])=[CH:17][CH:16]=3)[CH2:9][CH2:8][O:7][C:6]=2[CH:31]=1. (3) Given the reactants FC(F)(F)C(O)=O.[F:8][C:9]1[CH:10]=[C:11]([CH:16]=[CH:17][C:18]=1[CH2:19][N:20]1[CH2:24][CH2:23][N:22]([CH:25]2[CH2:30][CH2:29][NH:28][CH2:27][CH2:26]2)[C:21]1=[O:31])[C:12]([O:14][CH3:15])=[O:13].F[C:33]1[C:38]([F:39])=[CH:37][C:36]([C:40]([F:43])([F:42])[F:41])=[CH:35][N:34]=1, predict the reaction product. The product is: [F:8][C:9]1[CH:10]=[C:11]([CH:16]=[CH:17][C:18]=1[CH2:19][N:20]1[CH2:24][CH2:23][N:22]([CH:25]2[CH2:30][CH2:29][N:28]([C:33]3[C:38]([F:39])=[CH:37][C:36]([C:40]([F:43])([F:41])[F:42])=[CH:35][N:34]=3)[CH2:27][CH2:26]2)[C:21]1=[O:31])[C:12]([O:14][CH3:15])=[O:13]. (4) Given the reactants Cl[C:2]1[CH:7]=[C:6]([C:8]2[CH:13]=[C:12]([CH3:14])[N:11]=[C:10]([N:15]3[CH2:20][CH:19]4[CH2:21][CH:16]3[CH2:17][N:18]4[C:22]([O:24][C:25]([CH3:28])([CH3:27])[CH3:26])=[O:23])[N:9]=2)[CH:5]=[CH:4][N:3]=1.[CH3:29][C@H:30]([NH2:37])[C:31]1[CH:36]=[CH:35][CH:34]=[CH:33][CH:32]=1.C1C=CC(P(C2C(C3C(P(C4C=CC=CC=4)C4C=CC=CC=4)=CC=C4C=3C=CC=C4)=C3C(C=CC=C3)=CC=2)C2C=CC=CC=2)=CC=1.CC([O-])(C)C.[Na+], predict the reaction product. The product is: [CH3:14][C:12]1[CH:13]=[C:8]([C:6]2[CH:5]=[CH:4][N:3]=[C:2]([NH:37][C@H:30]([C:31]3[CH:36]=[CH:35][CH:34]=[CH:33][CH:32]=3)[CH3:29])[CH:7]=2)[N:9]=[C:10]([N:15]2[CH2:20][CH:19]3[CH2:21][CH:16]2[CH2:17][N:18]3[C:22]([O:24][C:25]([CH3:28])([CH3:27])[CH3:26])=[O:23])[N:11]=1.